Predict the product of the given reaction. From a dataset of Forward reaction prediction with 1.9M reactions from USPTO patents (1976-2016). (1) Given the reactants C(O)(C(F)(F)F)=O.C(OC([N:15]1[CH2:20][CH2:19][CH:18]([CH2:21][C:22]2[N:26]=[C:25]([C:27]3[O:35][C:34]4[CH:33]=[CH:32][N:31]=[CH:30][C:29]=4[CH:28]=3)[O:24][N:23]=2)[CH2:17][CH2:16]1)=O)(C)(C)C, predict the reaction product. The product is: [NH:15]1[CH2:20][CH2:19][CH:18]([CH2:21][C:22]2[N:26]=[C:25]([C:27]3[O:35][C:34]4[CH:33]=[CH:32][N:31]=[CH:30][C:29]=4[CH:28]=3)[O:24][N:23]=2)[CH2:17][CH2:16]1. (2) Given the reactants [C:1]1([C:7]2[CH:12]=[CH:11][N:10]=[C:9]([N:13]3[CH2:20][CH:19]4[CH:15]([CH2:16][NH:17][CH2:18]4)[CH2:14]3)[N:8]=2)[CH:6]=[CH:5][CH:4]=[CH:3][CH:2]=1.[N:21]1([C:26]2[CH:34]=[CH:33][CH:32]=[CH:31][C:27]=2[C:28](O)=[O:29])[CH:25]=[CH:24][CH:23]=[CH:22]1, predict the reaction product. The product is: [C:1]1([C:7]2[CH:12]=[CH:11][N:10]=[C:9]([N:13]3[CH2:14][CH:15]4[CH:19]([CH2:18][N:17]([C:28]([C:27]5[CH:31]=[CH:32][CH:33]=[CH:34][C:26]=5[N:21]5[CH:25]=[CH:24][CH:23]=[CH:22]5)=[O:29])[CH2:16]4)[CH2:20]3)[N:8]=2)[CH:2]=[CH:3][CH:4]=[CH:5][CH:6]=1. (3) Given the reactants [C:1]([CH:5]1[N:14]2[C:9](=[CH:10][C:11](=[O:20])[C:12]([C:15]([O:17]CC)=[O:16])=[CH:13]2)[C:8]2[CH:21]=[C:22]([O:34][CH3:35])[C:23]([O:25][CH2:26][CH2:27][CH2:28][C:29]([O:31]CC)=[O:30])=[CH:24][C:7]=2[CH2:6]1)([CH3:4])([CH3:3])[CH3:2].[OH-].[Na+].Cl, predict the reaction product. The product is: [C:1]([CH:5]1[N:14]2[C:9](=[CH:10][C:11](=[O:20])[C:12]([C:15]([OH:17])=[O:16])=[CH:13]2)[C:8]2[CH:21]=[C:22]([O:34][CH3:35])[C:23]([O:25][CH2:26][CH2:27][CH2:28][C:29]([OH:31])=[O:30])=[CH:24][C:7]=2[CH2:6]1)([CH3:4])([CH3:2])[CH3:3]. (4) Given the reactants [CH2:1]([O:3][C:4]([C:6]1[NH:7][C:8]([CH3:17])=[C:9]([CH2:12][CH2:13][C:14]([OH:16])=[O:15])[C:10]=1[CH3:11])=[O:5])[CH3:2].[O:18]1CCCC1, predict the reaction product. The product is: [CH2:1]([O:3][C:4]([C:6]1[NH:7][C:8]([CH:17]=[O:18])=[C:9]([CH2:12][CH2:13][C:14]([OH:16])=[O:15])[C:10]=1[CH3:11])=[O:5])[CH3:2]. (5) Given the reactants [CH2:1](OC1C=CC=CC=1)[CH:2]=[CH:3][C:4]1[CH:9]=[CH:8][CH:7]=[CH:6][CH:5]=1.[CH2:17]([NH:24][CH2:25][C:26]1[CH:31]=[CH:30][CH:29]=[CH:28][CH:27]=1)[C:18]1[CH:23]=[CH:22][CH:21]=[CH:20][CH:19]=1, predict the reaction product. The product is: [CH2:25]([N:24]([CH2:17][C:18]1[CH:23]=[CH:22][CH:21]=[CH:20][CH:19]=1)[CH2:1]/[CH:2]=[CH:3]/[C:4]1[CH:5]=[CH:6][CH:7]=[CH:8][CH:9]=1)[C:26]1[CH:31]=[CH:30][CH:29]=[CH:28][CH:27]=1.